From a dataset of Reaction yield outcomes from USPTO patents with 853,638 reactions. Predict the reaction yield, written as a fraction of the theoretical maximum amount of product (1.0 means a 100% yield; for example, 0.34 means a 34% yield). (1) The reactants are [NH2:1][C:2]1[NH:6][N:5]=[C:4]([C:7]2[S:8][CH:9]=[CH:10][CH:11]=2)[CH:3]=1.[C:12](O)(=[O:15])[CH2:13][SH:14].[Al]. The catalyst is C1(C)C=CC=CC=1. The product is [SH:14][CH2:13][C:12]([NH:1][C:2]1[NH:6][N:5]=[C:4]([C:7]2[S:8][CH:9]=[CH:10][CH:11]=2)[CH:3]=1)=[O:15]. The yield is 0.520. (2) The reactants are [I:1][C:2]1[CH:3]=[C:4]([OH:11])[C:5](=[CH:9][CH:10]=1)C(O)=O.CC[N:14]([CH2:17]C)CC.C1C=CC(P(N=[N+]=[N-])(C2C=CC=CC=2)=[O:26])=CC=1.CCOCC. The catalyst is C1COCC1. The product is [I:1][C:2]1[CH:10]=[CH:9][C:5]2[NH:14][C:17](=[O:26])[O:11][C:4]=2[CH:3]=1. The yield is 0.370. (3) The reactants are [Cl:1][C:2]1[CH:7]=[C:6]([Cl:8])[CH:5]=[CH:4][C:3]=1[C:9]1[C:10]([CH2:18][OH:19])=[CH:11][C:12]2[N:13]([CH:15]=[CH:16][N:17]=2)[CH:14]=1. The catalyst is C(Cl)(Cl)Cl.O=[Mn]=O. The product is [Cl:1][C:2]1[CH:7]=[C:6]([Cl:8])[CH:5]=[CH:4][C:3]=1[C:9]1[C:10]([CH:18]=[O:19])=[CH:11][C:12]2[N:13]([CH:15]=[CH:16][N:17]=2)[CH:14]=1. The yield is 0.840. (4) The reactants are Cl[C:2]1[C:3]2[CH:25]=[C:24]([Cl:26])[CH:23]=[CH:22][C:4]=2[N:5]([CH3:21])[C:6](=[O:20])[CH:7]([CH2:9][C:10]2[CH:15]=[CH:14][C:13]([CH2:16][CH3:17])=[C:12]([CH2:18][CH3:19])[CH:11]=2)[N:8]=1.[F:27][C:28]1[CH:33]=[CH:32][C:31](B(O)O)=[CH:30][CH:29]=1.C1C=CC(P(C2C=CC=CC=2)C2C=CC=CC=2)=CC=1.C([O-])([O-])=O.[Cs+].[Cs+]. The catalyst is C(#N)C.O.CC([O-])=O.CC([O-])=O.[Pd+2].CN(C=O)C. The product is [Cl:26][C:24]1[CH:23]=[CH:22][C:4]2[N:5]([CH3:21])[C:6](=[O:20])[CH:7]([CH2:9][C:10]3[CH:15]=[CH:14][C:13]([CH2:16][CH3:17])=[C:12]([CH2:18][CH3:19])[CH:11]=3)[N:8]=[C:2]([C:31]3[CH:32]=[CH:33][C:28]([F:27])=[CH:29][CH:30]=3)[C:3]=2[CH:25]=1. The yield is 0.430. (5) The reactants are [CH:1]([N:14]1[CH2:19][CH2:18][N:17]([C:20]2[CH:25]=[CH:24][C:23]([NH2:26])=[CH:22][C:21]=2[F:27])[CH2:16][CH2:15]1)([C:8]1[CH:13]=[CH:12][CH:11]=[CH:10][CH:9]=1)[C:2]1[CH:7]=[CH:6][CH:5]=[CH:4][CH:3]=1.C(N(CC)CC)C.[CH3:35][C:36]1[C:40]([C:41](Cl)=[O:42])=[C:39]([CH3:44])[O:38][N:37]=1.[OH-].[Na+]. The catalyst is ClCCCl. The product is [CH:1]([N:14]1[CH2:19][CH2:18][N:17]([C:20]2[CH:25]=[CH:24][C:23]([NH:26][C:41]([C:40]3[C:36]([CH3:35])=[N:37][O:38][C:39]=3[CH3:44])=[O:42])=[CH:22][C:21]=2[F:27])[CH2:16][CH2:15]1)([C:2]1[CH:7]=[CH:6][CH:5]=[CH:4][CH:3]=1)[C:8]1[CH:9]=[CH:10][CH:11]=[CH:12][CH:13]=1. The yield is 0.350. (6) The reactants are [C:1]1(/[CH:7]=[CH:8]/[C:9]2[O:10][CH:11]=[C:12]([CH2:14][O:15][C:16]3[CH:21]=[CH:20][C:19]([CH2:22][CH2:23][CH2:24]O)=[CH:18][CH:17]=3)[N:13]=2)[CH:6]=[CH:5][CH:4]=[CH:3][CH:2]=1.C(P(CCCC)CCCC)CCC.[NH:39]1[CH:43]=[N:42][CH:41]=[N:40]1.N(C(OCC)=O)=NC(OCC)=O. The catalyst is O1CCCC1.O. The product is [C:1]1(/[CH:7]=[CH:8]/[C:9]2[O:10][CH:11]=[C:12]([CH2:14][O:15][C:16]3[CH:21]=[CH:20][C:19]([CH2:22][CH2:23][CH2:24][N:39]4[CH:43]=[N:42][CH:41]=[N:40]4)=[CH:18][CH:17]=3)[N:13]=2)[CH:6]=[CH:5][CH:4]=[CH:3][CH:2]=1. The yield is 0.700.